Dataset: Full USPTO retrosynthesis dataset with 1.9M reactions from patents (1976-2016). Task: Predict the reactants needed to synthesize the given product. (1) Given the product [C:11]([O:10][C:8]([N:5]1[CH2:4][CH:3]=[C:2]([C:15]2[CH:20]=[C:19]([C:21]([F:24])([F:23])[F:22])[CH:18]=[CH:17][N:16]=2)[CH2:7][CH2:6]1)=[O:9])([CH3:14])([CH3:12])[CH3:13], predict the reactants needed to synthesize it. The reactants are: O[C:2]1([C:15]2[CH:20]=[C:19]([C:21]([F:24])([F:23])[F:22])[CH:18]=[CH:17][N:16]=2)[CH2:7][CH2:6][N:5]([C:8]([O:10][C:11]([CH3:14])([CH3:13])[CH3:12])=[O:9])[CH2:4][CH2:3]1.S(Cl)(Cl)=O. (2) The reactants are: Cl[C:2]1[N:11]=[C:10]([NH:12][CH2:13][C@@H:14]2[O:19][CH2:18][CH2:17][N:16]([C:20]([O:22][C:23]([CH3:26])([CH3:25])[CH3:24])=[O:21])[CH2:15]2)[C:9]2[C:4](=[N:5][CH:6]=[CH:7][N:8]=2)[CH:3]=1.Cl.CC1(C)C(C)(C)OB([C:36]2[CH:41]=[CH:40][C:39]([N:42]3[CH2:47][CH2:46][NH:45][CH2:44][CH2:43]3)=[CH:38][CH:37]=2)O1.C([O-])([O-])=O.[Cs+].[Cs+]. Given the product [N:42]1([C:39]2[CH:40]=[CH:41][C:36]([C:2]3[N:11]=[C:10]([NH:12][CH2:13][C@@H:14]4[O:19][CH2:18][CH2:17][N:16]([C:20]([O:22][C:23]([CH3:26])([CH3:25])[CH3:24])=[O:21])[CH2:15]4)[C:9]4[C:4](=[N:5][CH:6]=[CH:7][N:8]=4)[CH:3]=3)=[CH:37][CH:38]=2)[CH2:47][CH2:46][NH:45][CH2:44][CH2:43]1, predict the reactants needed to synthesize it.